This data is from hERG Central: cardiac toxicity at 1µM, 10µM, and general inhibition. The task is: Predict hERG channel inhibition at various concentrations. The drug is CCOC(=O)CC(=O)CSc1nc2sc(C)cc2c(=O)n1Cc1ccco1. Results: hERG_inhib (hERG inhibition (general)): blocker.